Predict the product of the given reaction. From a dataset of Forward reaction prediction with 1.9M reactions from USPTO patents (1976-2016). (1) Given the reactants C([O:3][C:4]([CH2:6][O:7][C:8]1[CH:9]=[C:10]([CH:31]=[CH:32][C:33]=1[C:34]1[CH:39]=[CH:38][CH:37]=[CH:36][CH:35]=1)[CH2:11][NH:12][C:13]1[N:17]([C@@H:18]2[O:24][C@H:23]([CH2:25][OH:26])[C@@H:21]([OH:22])[C@H:19]2[OH:20])[C:16]2[CH:27]=[CH:28][CH:29]=[CH:30][C:15]=2[N:14]=1)=[O:5])C.[OH-].[Na+].Cl, predict the reaction product. The product is: [C:4]([CH2:6][O:7][C:8]1[CH:9]=[C:10]([CH:31]=[CH:32][C:33]=1[C:34]1[CH:39]=[CH:38][CH:37]=[CH:36][CH:35]=1)[CH2:11][NH:12][C:13]1[N:17]([C@@H:18]2[O:24][C@H:23]([CH2:25][OH:26])[C@@H:21]([OH:22])[C@H:19]2[OH:20])[C:16]2[CH:27]=[CH:28][CH:29]=[CH:30][C:15]=2[N:14]=1)([OH:5])=[O:3]. (2) Given the reactants [CH3:1][O:2][C:3]1[CH:8]=[CH:7][CH:6]=[CH:5][C:4]=1[C:9]1[C:13]([C:14]([O:16]CC)=[O:15])=[C:12]([CH3:19])[O:11][N:10]=1.[OH-].[Na+].CCOCC.Cl, predict the reaction product. The product is: [CH3:1][O:2][C:3]1[CH:8]=[CH:7][CH:6]=[CH:5][C:4]=1[C:9]1[C:13]([C:14]([OH:16])=[O:15])=[C:12]([CH3:19])[O:11][N:10]=1. (3) Given the reactants [NH2:1][C:2]1[CH:7]=[C:6](Cl)[CH:5]=[CH:4][N:3]=1.[Cl:9][C:10]1[CH:15]=[C:14]([N+:16]([O-:18])=[O:17])[CH:13]=[CH:12][C:11]=1[OH:19].C(N(CC)C(C)C)(C)C, predict the reaction product. The product is: [NH2:1][C:2]1[CH:7]=[C:6]([O:19][C:11]2[CH:12]=[CH:13][C:14]([N+:16]([O-:18])=[O:17])=[CH:15][C:10]=2[Cl:9])[CH:5]=[CH:4][N:3]=1. (4) Given the reactants [C:1]1(=[O:7])[O:6][C:4](=O)[CH:3]=[CH:2]1.[NH2:8][C:9]1[CH:17]=[CH:16][C:12]([C:13]([OH:15])=[O:14])=[CH:11][CH:10]=1.C([O-])(=O)C.[Na+].C(OC(=O)C)(=O)C, predict the reaction product. The product is: [C:13]([C:12]1[CH:16]=[CH:17][C:9]([N:8]2[C:1](=[O:7])[CH:2]=[CH:3][C:4]2=[O:6])=[CH:10][CH:11]=1)([OH:15])=[O:14]. (5) Given the reactants [CH2:1]([O:4][C:5]([NH:7][C:8]1[S:9][CH:10]=[C:11]([CH2:13][C:14]([O:16][CH2:17][CH3:18])=[O:15])[N:12]=1)=[O:6])[CH:2]=[CH2:3].[CH:19](OCC)=[O:20].[H-].[Na+].Cl, predict the reaction product. The product is: [CH2:1]([O:4][C:5]([NH:7][C:8]1[S:9][CH:10]=[C:11]([CH:13]([CH:19]=[O:20])[C:14]([O:16][CH2:17][CH3:18])=[O:15])[N:12]=1)=[O:6])[CH:2]=[CH2:3]. (6) Given the reactants [CH3:1][O:2][C:3]([C@@:5]12[CH2:14][N:13]([C:15]([O:17][C:18]([CH3:21])([CH3:20])[CH3:19])=[O:16])[CH2:12][CH2:11][C:10]1=[CH:9][C:8](=O)/[C:7](=[CH:23]\O)/[CH2:6]2)=[O:4].Cl.[F:26][C:27]1[CH:32]=[CH:31][C:30]([NH:33][NH2:34])=[CH:29][CH:28]=1.C([O-])(=O)C.[Na+], predict the reaction product. The product is: [CH3:1][O:2][C:3]([C@@:5]12[CH2:14][N:13]([C:15]([O:17][C:18]([CH3:19])([CH3:21])[CH3:20])=[O:16])[CH2:12][CH2:11][C:10]1=[CH:9][C:8]1[N:33]([C:30]3[CH:31]=[CH:32][C:27]([F:26])=[CH:28][CH:29]=3)[N:34]=[CH:23][C:7]=1[CH2:6]2)=[O:4]. (7) The product is: [Cl:1][C:2]1[CH:3]=[C:4]([C:44]2[CH:45]=[CH:46][C:47]([C:48]#[N:49])=[C:42]([F:41])[CH:43]=2)[CH:5]=[C:6]([Cl:32])[C:7]=1[CH2:8][C@@H:9]1[CH2:13][CH2:12][N:11]([N:14]2[CH2:15][CH2:16][CH:17]([O:20][Si:21]([CH:25]([CH3:26])[CH3:27])([CH:22]([CH3:23])[CH3:24])[CH:28]([CH3:30])[CH3:29])[CH2:18][CH2:19]2)[C:10]1=[O:31]. Given the reactants [Cl:1][C:2]1[CH:3]=[C:4](OS(C(F)(F)F)(=O)=O)[CH:5]=[C:6]([Cl:32])[C:7]=1[CH2:8][C@@H:9]1[CH2:13][CH2:12][N:11]([N:14]2[CH2:19][CH2:18][CH:17]([O:20][Si:21]([CH:28]([CH3:30])[CH3:29])([CH:25]([CH3:27])[CH3:26])[CH:22]([CH3:24])[CH3:23])[CH2:16][CH2:15]2)[C:10]1=[O:31].[F:41][C:42]1[CH:43]=[C:44](B(O)O)[CH:45]=[CH:46][C:47]=1[C:48]#[N:49].C(=O)([O-])[O-].[Na+].[Na+], predict the reaction product. (8) Given the reactants [CH2:1]([O:8][C:9]([NH:11][CH2:12][CH2:13][O:14][CH2:15][CH2:16][O:17][CH2:18][CH2:19][O:20][CH2:21][CH2:22][OH:23])=[O:10])[C:2]1[CH:7]=[CH:6][CH:5]=[CH:4][CH:3]=1.[CH3:24][S:25](Cl)(=[O:27])=[O:26], predict the reaction product. The product is: [S:25]([O:23][CH2:22][CH2:21][O:20][CH2:19][CH2:18][O:17][CH2:16][CH2:15][O:14][CH2:13][CH2:12][NH:11][C:9]([O:8][CH2:1][C:2]1[CH:3]=[CH:4][CH:5]=[CH:6][CH:7]=1)=[O:10])(=[O:27])(=[O:26])[CH3:24]. (9) Given the reactants C([O:4][CH2:5][C:6]1[CH:18]=[CH:17][C:16]2[C:15]3[C:10](=[C:11]([C:27](=[O:29])[NH2:28])[CH:12]=[C:13]([C:19]4[CH:24]=[CH:23][C:22]([Cl:25])=[C:21]([Cl:26])[CH:20]=4)[CH:14]=3)[NH:9][C:8]=2[CH:7]=1)(=O)C.C[O-].[Na+], predict the reaction product. The product is: [Cl:26][C:21]1[CH:20]=[C:19]([C:13]2[CH:12]=[C:11]([C:27]([NH2:28])=[O:29])[C:10]3[NH:9][C:8]4[C:16]([C:15]=3[CH:14]=2)=[CH:17][CH:18]=[C:6]([CH2:5][OH:4])[CH:7]=4)[CH:24]=[CH:23][C:22]=1[Cl:25].